Dataset: Forward reaction prediction with 1.9M reactions from USPTO patents (1976-2016). Task: Predict the product of the given reaction. Given the reactants [CH3:1][C:2]1[N:3]=[C:4]([NH:7][C:8]([C:10]2[CH:15]=[C:14](B3OC(C)(C)C(C)(C)O3)[CH:13]=[C:12]([CH3:25])[N:11]=2)=[O:9])[S:5][CH:6]=1.Br[C:27]1[CH:28]=[C:29]([CH3:33])[CH:30]=[N:31][CH:32]=1, predict the reaction product. The product is: [CH3:1][C:2]1[N:3]=[C:4]([NH:7][C:8]([C:10]2[CH:15]=[C:14]([C:27]3[CH:32]=[N:31][CH:30]=[C:29]([CH3:33])[CH:28]=3)[CH:13]=[C:12]([CH3:25])[N:11]=2)=[O:9])[S:5][CH:6]=1.